From a dataset of Forward reaction prediction with 1.9M reactions from USPTO patents (1976-2016). Predict the product of the given reaction. (1) Given the reactants I[C:2]1[CH:7]=[CH:6][C:5]([S:8]([CH3:11])(=[O:10])=[O:9])=[CH:4][C:3]=1[C:12]([N:14]1[CH2:19][CH2:18][N:17]([C:20]2[CH:25]=[CH:24][C:23]([C:26]([F:29])([F:28])[F:27])=[CH:22][CH:21]=2)[CH2:16][CH2:15]1)=[O:13].[CH3:30][C:31]1[CH:35]=[CH:34][NH:33][N:32]=1, predict the reaction product. The product is: [CH3:11][S:8]([C:5]1[CH:6]=[CH:7][C:2]([N:33]2[CH:34]=[CH:35][C:31]([CH3:30])=[N:32]2)=[C:3]([C:12]([N:14]2[CH2:19][CH2:18][N:17]([C:20]3[CH:25]=[CH:24][C:23]([C:26]([F:29])([F:28])[F:27])=[CH:22][CH:21]=3)[CH2:16][CH2:15]2)=[O:13])[CH:4]=1)(=[O:10])=[O:9]. (2) Given the reactants [OH:1][C:2]1[CH:7]=[CH:6][C:5]([C@@H:8]([C:15]#[C:16][CH3:17])[CH2:9][C:10]([O:12][CH2:13][CH3:14])=[O:11])=[CH:4][CH:3]=1.C(=O)([O-])[O-].[Cs+].[Cs+].[Br:24][C:25]1[N:35]=[C:28]2[CH:29]=[CH:30][C:31]([CH2:33]Cl)=[CH:32][N:27]2[N:26]=1, predict the reaction product. The product is: [Br:24][C:25]1[N:35]=[C:28]2[CH:29]=[CH:30][C:31]([CH2:33][O:1][C:2]3[CH:3]=[CH:4][C:5]([C@@H:8]([C:15]#[C:16][CH3:17])[CH2:9][C:10]([O:12][CH2:13][CH3:14])=[O:11])=[CH:6][CH:7]=3)=[CH:32][N:27]2[N:26]=1.